This data is from Full USPTO retrosynthesis dataset with 1.9M reactions from patents (1976-2016). The task is: Predict the reactants needed to synthesize the given product. (1) Given the product [C:1](=[O:21])([O:7][C:8]1[C:12]2[CH:13]=[C:14]3[C:15](=[C:16]([F:17])[C:11]=2[O:10][N:9]=1)[N:9]1[CH2:31][C@@H:32]([CH3:33])[O:34][C@@H:12]([CH3:11])[C@@H:8]1[C:28]1([C:26](=[O:27])[NH:25][C:23](=[O:24])[NH:22][C:29]1=[O:30])[CH2:19]3)[O:2][C:3]([CH3:6])([CH3:5])[CH3:4], predict the reactants needed to synthesize it. The reactants are: [C:1](=[O:21])([O:7][C:8]1[C:12]2[CH:13]=[C:14]([CH:19]=O)[C:15](F)=[C:16]([F:17])[C:11]=2[O:10][N:9]=1)[O:2][C:3]([CH3:6])([CH3:5])[CH3:4].[NH:22]1[C:29](=[O:30])[CH2:28][C:26](=[O:27])[NH:25][C:23]1=[O:24].[CH3:31][CH:32]([OH:34])[CH3:33]. (2) Given the product [ClH:31].[ClH:31].[CH:1]([N:4]1[C:9](=[O:10])[CH:8]=[CH:7][C:6]([C:11]2[S:15][C:14]([NH:16][CH2:17][CH2:18][N:19]3[CH2:20][CH2:21][O:22][CH2:23][CH2:24]3)=[N:13][C:12]=2[C:25]2[CH:30]=[CH:29][CH:28]=[CH:27][CH:26]=2)=[N:5]1)([CH3:3])[CH3:2], predict the reactants needed to synthesize it. The reactants are: [CH:1]([N:4]1[C:9](=[O:10])[CH:8]=[CH:7][C:6]([C:11]2[S:15][C:14]([NH:16][CH2:17][CH2:18][N:19]3[CH2:24][CH2:23][O:22][CH2:21][CH2:20]3)=[N:13][C:12]=2[C:25]2[CH:30]=[CH:29][CH:28]=[CH:27][CH:26]=2)=[N:5]1)([CH3:3])[CH3:2].[ClH:31]. (3) Given the product [Cl:17][C:18]1[CH:19]=[CH:20][C:21]2[N:22]([N:24]=[C:25]([C:37]3[CH:42]=[CH:41][CH:40]=[CH:39][CH:38]=3)[C:26]=2[CH2:27][C:28]2[N:33]=[C:32]([C:34]([NH:5][S:2]([CH3:1])(=[O:4])=[O:3])=[O:35])[CH:31]=[CH:30][CH:29]=2)[CH:23]=1, predict the reactants needed to synthesize it. The reactants are: [CH3:1][S:2]([NH2:5])(=[O:4])=[O:3].C(N=C=NCCCN(C)C)C.[Cl:17][C:18]1[CH:19]=[CH:20][C:21]2[N:22]([N:24]=[C:25]([C:37]3[CH:42]=[CH:41][CH:40]=[CH:39][CH:38]=3)[C:26]=2[CH2:27][C:28]2[N:33]=[C:32]([C:34](O)=[O:35])[CH:31]=[CH:30][CH:29]=2)[CH:23]=1.Cl. (4) The reactants are: [C:1]([Si:5]([C:35]1[CH:40]=[CH:39][CH:38]=[CH:37][CH:36]=1)([C:29]1[CH:34]=[CH:33][CH:32]=[CH:31][CH:30]=1)[O:6][CH:7]1[CH2:12][CH2:11][CH:10]([CH:13]2[CH2:17][CH2:16][N:15]([CH2:18][C:19]3[C:24]([Cl:25])=[CH:23][C:22]([OH:26])=[CH:21][C:20]=3[Cl:27])[C:14]2=[O:28])[CH2:9][CH2:8]1)([CH3:4])([CH3:3])[CH3:2].N1C=CC=CC=1.[F:47][C:48]([F:61])([F:60])[S:49](O[S:49]([C:48]([F:61])([F:60])[F:47])(=[O:51])=[O:50])(=[O:51])=[O:50]. Given the product [C:1]([Si:5]([C:35]1[CH:40]=[CH:39][CH:38]=[CH:37][CH:36]=1)([C:29]1[CH:34]=[CH:33][CH:32]=[CH:31][CH:30]=1)[O:6][CH:7]1[CH2:12][CH2:11][CH:10]([CH:13]2[CH2:17][CH2:16][N:15]([CH2:18][C:19]3[C:20]([Cl:27])=[CH:21][C:22]([O:26][S:49]([C:48]([F:61])([F:60])[F:47])(=[O:51])=[O:50])=[CH:23][C:24]=3[Cl:25])[C:14]2=[O:28])[CH2:9][CH2:8]1)([CH3:4])([CH3:2])[CH3:3], predict the reactants needed to synthesize it. (5) Given the product [S:16]1[CH:17]=[CH:18][CH:19]=[C:15]1[C:13]1[O:14][C:10]2[CH:9]=[C:8]([C:5]3[CH:4]=[CH:3][C:2](=[O:24])[NH:7][N:6]=3)[CH:21]=[CH:20][C:11]=2[N:12]=1, predict the reactants needed to synthesize it. The reactants are: Cl[C:2]1[N:7]=[N:6][C:5]([C:8]2[CH:21]=[CH:20][C:11]3[N:12]=[C:13]([C:15]4[S:16][CH:17]=[CH:18][CH:19]=4)[O:14][C:10]=3[CH:9]=2)=[CH:4][CH:3]=1.C([O-])(=[O:24])C.[Na+].O. (6) Given the product [O:1]1[CH2:2][CH2:3][CH2:4][C@H:5]([C:7]([O:9][CH2:10][C:11]2[CH:16]=[CH:15][CH:14]=[CH:13][CH:12]=2)=[O:8])[CH2:6]1, predict the reactants needed to synthesize it. The reactants are: [O:1]1[CH:6]=[C:5]([C:7]([OH:9])=[O:8])[CH2:4][CH2:3][CH2:2]1.[CH2:10](Br)[C:11]1[CH:16]=[CH:15][CH:14]=[CH:13][CH:12]=1.C([O-])([O-])=O.[K+].[K+]. (7) Given the product [C:7]([C:6]1[C:5]([CH3:9])=[C:4]([CH3:10])[S:3][C:2]=1[NH:1][C:20]([NH:19][C:11](=[O:18])[C:12]1[CH:13]=[CH:14][CH:15]=[CH:16][CH:17]=1)=[S:21])#[N:8], predict the reactants needed to synthesize it. The reactants are: [NH2:1][C:2]1[S:3][C:4]([CH3:10])=[C:5]([CH3:9])[C:6]=1[C:7]#[N:8].[C:11]([N:19]=[C:20]=[S:21])(=[O:18])[C:12]1[CH:17]=[CH:16][CH:15]=[CH:14][CH:13]=1. (8) Given the product [CH3:23][O:22][C:20]([CH2:19][O:18][C:14]1[C:11]2[C:12]([CH3:13])=[C:8]([C:6]([OH:7])=[O:5])[O:9][C:10]=2[CH:17]=[CH:16][CH:15]=1)=[O:21], predict the reactants needed to synthesize it. The reactants are: C([O:5][C:6]([C:8]1[O:9][C:10]2[CH:17]=[CH:16][CH:15]=[C:14]([O:18][CH2:19][C:20]([O:22][CH3:23])=[O:21])[C:11]=2[C:12]=1[CH3:13])=[O:7])(C)(C)C.C(O)(C(F)(F)F)=O.C(Cl)Cl.